From a dataset of Full USPTO retrosynthesis dataset with 1.9M reactions from patents (1976-2016). Predict the reactants needed to synthesize the given product. (1) Given the product [C:60]([O:64][C:65]([C@@H:66]1[CH2:70][CH2:69][CH2:68][N:67]1[C:22](=[O:23])/[CH:21]=[CH:20]/[C:17]1[CH:18]=[CH:19][C:14]([C:12]2[O:11][C:9]3[N:10]=[C:5]([O:4][C:3]4[CH:25]=[CH:26][CH:27]=[CH:28][C:2]=4[F:1])[N:6]=[CH:7][C:8]=3[N:13]=2)=[CH:15][CH:16]=1)=[O:71])([CH3:63])([CH3:61])[CH3:62], predict the reactants needed to synthesize it. The reactants are: [F:1][C:2]1[CH:28]=[CH:27][CH:26]=[CH:25][C:3]=1[O:4][C:5]1[N:6]=[CH:7][C:8]2[N:13]=[C:12]([C:14]3[CH:19]=[CH:18][C:17](/[CH:20]=[CH:21]/[C:22](O)=[O:23])=[CH:16][CH:15]=3)[O:11][C:9]=2[N:10]=1.Cl.C(N=C=NCCCN(C)C)C.ON1C2N=CC=CC=2N=N1.C(N(CC)C(C)C)(C)C.[C:60]([O:64][C:65](=[O:71])[C@@H:66]1[CH2:70][CH2:69][CH2:68][NH:67]1)([CH3:63])([CH3:62])[CH3:61].Cl. (2) Given the product [Cl:25][C:19]1[CH:20]=[C:21]([F:24])[CH:22]=[CH:23][C:18]=1[C:16]([C:10]1[C:11]([CH3:15])=[N:12][N:13]([CH3:14])[C:9]=1[C:5]1[C:6]([F:8])=[CH:7][C:2]([N:27]2[CH:31]=[CH:30][CH:29]=[N:28]2)=[CH:3][C:4]=1[F:26])=[O:17], predict the reactants needed to synthesize it. The reactants are: Br[C:2]1[CH:7]=[C:6]([F:8])[C:5]([C:9]2[N:13]([CH3:14])[N:12]=[C:11]([CH3:15])[C:10]=2[C:16]([C:18]2[CH:23]=[CH:22][C:21]([F:24])=[CH:20][C:19]=2[Cl:25])=[O:17])=[C:4]([F:26])[CH:3]=1.[NH:27]1[CH:31]=[CH:30][CH:29]=[N:28]1.C(=O)([O-])[O-].[K+].[K+].CN(C)[C@@H]1CCCC[C@H]1N.